From a dataset of Peptide-MHC class II binding affinity with 134,281 pairs from IEDB. Regression. Given a peptide amino acid sequence and an MHC pseudo amino acid sequence, predict their binding affinity value. This is MHC class II binding data. (1) The peptide sequence is LEAIKLIRKKLMTSP. The MHC is DRB1_0101 with pseudo-sequence DRB1_0101. The binding affinity (normalized) is 0.0362. (2) The peptide sequence is FEALGFLNEDHWASR. The MHC is DRB1_1301 with pseudo-sequence DRB1_1301. The binding affinity (normalized) is 0.155. (3) The peptide sequence is AFILDGDNLFPKI. The MHC is DRB3_0101 with pseudo-sequence DRB3_0101. The binding affinity (normalized) is 0.879. (4) The peptide sequence is VEDEARRMWASAQNI. The MHC is HLA-DPA10103-DPB10401 with pseudo-sequence HLA-DPA10103-DPB10401. The binding affinity (normalized) is 0.0202. (5) The peptide sequence is EIVQFLEETFAAYDQ. The MHC is HLA-DQA10401-DQB10402 with pseudo-sequence HLA-DQA10401-DQB10402. The binding affinity (normalized) is 0.168. (6) The peptide sequence is PVTEEPGMAKIPAGE. The MHC is HLA-DQA10104-DQB10503 with pseudo-sequence HLA-DQA10104-DQB10503. The binding affinity (normalized) is 0. (7) The peptide sequence is LAATAGTTVYGAFAA. The binding affinity (normalized) is 0.671. The MHC is HLA-DQA10501-DQB10301 with pseudo-sequence HLA-DQA10501-DQB10301.